This data is from Peptide-MHC class II binding affinity with 134,281 pairs from IEDB. The task is: Regression. Given a peptide amino acid sequence and an MHC pseudo amino acid sequence, predict their binding affinity value. This is MHC class II binding data. The binding affinity (normalized) is 0.126. The MHC is DRB3_0101 with pseudo-sequence DRB3_0101. The peptide sequence is GGRLAFQEFMIVPCE.